Predict the reactants needed to synthesize the given product. From a dataset of Full USPTO retrosynthesis dataset with 1.9M reactions from patents (1976-2016). Given the product [NH2:12][C:13]1[O:6][C:5]2[C:4](=[C:10]([OH:11])[CH:9]=[CH:8][CH:7]=2)[N:1]=1, predict the reactants needed to synthesize it. The reactants are: [N+:1]([C:4]1[C:10]([OH:11])=[CH:9][CH:8]=[CH:7][C:5]=1[OH:6])([O-])=O.[N:12]#[C:13]Br.